From a dataset of Reaction yield outcomes from USPTO patents with 853,638 reactions. Predict the reaction yield, written as a fraction of the theoretical maximum amount of product (1.0 means a 100% yield; for example, 0.34 means a 34% yield). The reactants are [C:1]([OH:7])(=O)[CH2:2][CH2:3][CH:4]=[CH2:5].ClC([O:11][CH2:12][CH:13]([CH3:15])C)=O.[CH2:16](N(CC)CC)[CH3:17].[CH:23]([N:26]([CH:45]([CH3:47])[CH3:46])[CH2:27][CH2:28][CH:29]([C:36]1[CH:41]=[C:40]([CH2:42][OH:43])[CH:39]=[CH:38][C:37]=1[OH:44])[C:30]1[CH:35]=[CH:34][CH:33]=[CH:32][CH:31]=1)([CH3:25])[CH3:24]. The catalyst is ClCCl. The product is [CH:45]([N:26]([CH:23]([CH3:25])[CH3:24])[CH2:27][CH2:28][CH:29]([C:36]1[CH:41]=[C:40]([CH2:42][O:43][C:12](=[O:11])[CH2:13][CH2:15][CH:16]=[CH2:17])[CH:39]=[CH:38][C:37]=1[O:44][C:1](=[O:7])[CH2:2][CH2:3][CH:4]=[CH2:5])[C:30]1[CH:35]=[CH:34][CH:33]=[CH:32][CH:31]=1)([CH3:47])[CH3:46]. The yield is 0.500.